From a dataset of NCI-60 drug combinations with 297,098 pairs across 59 cell lines. Regression. Given two drug SMILES strings and cell line genomic features, predict the synergy score measuring deviation from expected non-interaction effect. (1) Drug 1: CS(=O)(=O)C1=CC(=C(C=C1)C(=O)NC2=CC(=C(C=C2)Cl)C3=CC=CC=N3)Cl. Drug 2: COC1=CC(=CC(=C1O)OC)C2C3C(COC3=O)C(C4=CC5=C(C=C24)OCO5)OC6C(C(C7C(O6)COC(O7)C8=CC=CS8)O)O. Cell line: SW-620. Synergy scores: CSS=37.5, Synergy_ZIP=3.33, Synergy_Bliss=2.41, Synergy_Loewe=-33.0, Synergy_HSA=0.587. (2) Drug 1: CC1=CC=C(C=C1)C2=CC(=NN2C3=CC=C(C=C3)S(=O)(=O)N)C(F)(F)F. Drug 2: CC1C(C(CC(O1)OC2CC(CC3=C2C(=C4C(=C3O)C(=O)C5=C(C4=O)C(=CC=C5)OC)O)(C(=O)CO)O)N)O.Cl. Cell line: 786-0. Synergy scores: CSS=42.4, Synergy_ZIP=-0.155, Synergy_Bliss=3.48, Synergy_Loewe=-21.8, Synergy_HSA=4.25. (3) Synergy scores: CSS=14.7, Synergy_ZIP=-1.40, Synergy_Bliss=5.17, Synergy_Loewe=5.38, Synergy_HSA=5.55. Drug 2: CC1=CC=C(C=C1)C2=CC(=NN2C3=CC=C(C=C3)S(=O)(=O)N)C(F)(F)F. Drug 1: CN1CCC(CC1)COC2=C(C=C3C(=C2)N=CN=C3NC4=C(C=C(C=C4)Br)F)OC. Cell line: OVCAR-8. (4) Drug 1: CC1=CC2C(CCC3(C2CCC3(C(=O)C)OC(=O)C)C)C4(C1=CC(=O)CC4)C. Drug 2: CN(CC1=CN=C2C(=N1)C(=NC(=N2)N)N)C3=CC=C(C=C3)C(=O)NC(CCC(=O)O)C(=O)O. Cell line: HCT116. Synergy scores: CSS=42.7, Synergy_ZIP=3.84, Synergy_Bliss=-1.75, Synergy_Loewe=-24.1, Synergy_HSA=-2.21. (5) Drug 1: CC1=CC=C(C=C1)C2=CC(=NN2C3=CC=C(C=C3)S(=O)(=O)N)C(F)(F)F. Drug 2: CC(C)CN1C=NC2=C1C3=CC=CC=C3N=C2N. Cell line: NCI-H522. Synergy scores: CSS=-1.69, Synergy_ZIP=1.41, Synergy_Bliss=0.723, Synergy_Loewe=-0.237, Synergy_HSA=-1.44.